This data is from Forward reaction prediction with 1.9M reactions from USPTO patents (1976-2016). The task is: Predict the product of the given reaction. (1) Given the reactants [Cl:1][C:2]1[CH:3]=[C:4]([NH2:17])[C:5]([NH2:16])=[CH:6][C:7]=1[O:8][C:9]1[CH:14]=[CH:13][C:12]([F:15])=[CH:11][CH:10]=1.O.C(=O)(O)[O-].[Na+].[F:24][C:25]([F:36])([F:35])[C:26]([F:34])([F:33])[C:27]([F:32])([F:31])[C:28](O)=O, predict the reaction product. The product is: [Cl:1][C:2]1[C:7]([O:8][C:9]2[CH:10]=[CH:11][C:12]([F:15])=[CH:13][CH:14]=2)=[CH:6][C:5]2[NH:16][C:28]([C:27]([F:31])([F:32])[C:26]([F:33])([F:34])[C:25]([F:36])([F:35])[F:24])=[N:17][C:4]=2[CH:3]=1. (2) The product is: [CH3:12][S:11][C:1]1[C:10]2[C:5](=[CH:6][CH:7]=[CH:8][CH:9]=2)[CH:4]=[CH:3][CH:2]=1. Given the reactants [C:1]1([SH:11])[C:10]2[C:5](=[CH:6][CH:7]=[CH:8][CH:9]=2)[CH:4]=[CH:3][CH:2]=1.[CH3:12]I, predict the reaction product. (3) Given the reactants C(=O)([O-])[O-].[Na+].[Na+].C([N:10]1[C:15]2[CH:16]=[C:17]([N:20]3[CH2:25][CH2:24][O:23][CH2:22][CH2:21]3)[CH:18]=[CH:19][C:14]=2[S:13](=[O:27])(=[O:26])[CH2:12][CH2:11]1)(=O)C.[OH-].[K+], predict the reaction product. The product is: [N:20]1([C:17]2[CH:18]=[CH:19][C:14]3[S:13](=[O:27])(=[O:26])[CH2:12][CH2:11][NH:10][C:15]=3[CH:16]=2)[CH2:21][CH2:22][O:23][CH2:24][CH2:25]1. (4) Given the reactants [OH-].[K+].O.[O:4]1[C:8]2[CH:9]=[CH:10][CH:11]=[CH:12][C:7]=2[CH:6]=[C:5]1[CH:13]=[O:14].[I-].[CH3:16][S+](C)C.[C:20](#[N:22])C, predict the reaction product. The product is: [O:4]1[C:8]2[CH:9]=[CH:10][CH:11]=[CH:12][C:7]=2[CH:6]=[C:5]1[CH:13]([OH:14])[CH2:16][NH:22][CH3:20]. (5) Given the reactants [Cl-].C1([P+](C2C=CC=CC=2)(C2C=CC=CC=2)[CH2:9][C:10]2[CH:15]=[CH:14][N:13]=[CH:12][CH:11]=2)C=CC=CC=1.CC(C)([O-])C.[K+].[N:34]1([C:40]([N:42]2[CH2:47][CH:46]([C:48]3[CH:53]=[CH:52][CH:51]([C:54]([F:57])([F:56])[F:55])[CH2:50][CH:49]=3)[CH2:45][CH:44]([CH:58]=O)[CH2:43]2)=[O:41])[CH2:39][CH2:38][O:37][CH2:36][CH2:35]1.[Cl-].[NH4+], predict the reaction product. The product is: [N:34]1([C:40]([N:42]2[CH2:47][CH:46]([C:48]3[CH:53]=[CH:52][C:51]([C:54]([F:57])([F:55])[F:56])=[CH:50][CH:49]=3)[CH2:45][CH:44](/[CH:58]=[CH:9]/[C:10]3[CH:11]=[CH:12][N:13]=[CH:14][CH:15]=3)[CH2:43]2)=[O:41])[CH2:39][CH2:38][O:37][CH2:36][CH2:35]1. (6) The product is: [O:28]1[C:27]2[CH:26]=[CH:25][CH:24]=[C:21]([CH2:22][N:12]3[C:13]([CH3:17])([CH3:16])[C:14](=[O:15])[N:11]3[CH:2]3[CH:3]4[CH2:4][CH:5]5[CH2:6][CH:7]([CH2:8][CH:1]3[CH2:10]5)[CH2:9]4)[C:20]=2[O:19][CH2:18]1. Given the reactants [CH:1]12[CH2:10][CH:5]3[CH2:6][CH:7]([CH2:9][CH:3]([CH2:4]3)[CH:2]1[N:11]1[C:14](=[O:15])[C:13]([CH3:17])([CH3:16])[NH:12]1)[CH2:8]2.[CH2:18]1[O:28][C:27]2[C:20](=[C:21]([CH:24]=[CH:25][CH:26]=2)[CH2:22]Br)[O:19]1, predict the reaction product.